The task is: Predict the product of the given reaction.. This data is from Forward reaction prediction with 1.9M reactions from USPTO patents (1976-2016). (1) Given the reactants [Na+].[C:2]([NH:10][CH2:11][C:12]1[N:13]=[C:14]([N:17]2[CH2:20][CH:19]([S:21]C3[C@H](C)[C@@H]4[C@@H]([C@H](O)C)C(=O)N4C=3C([O-])=O)[CH2:18]2)[S:15][CH:16]=1)(=[O:9])[C:3]1C=CC=[CH:5][CH:4]=1.C(O)(=[O:39])C.NN.C1(P(O[C:58]2[C@H:59]([CH3:82])[C@H:60]3[C@@H:77]([C@H:78]([OH:80])[CH3:79])[C:76](=[O:81])[N:61]3[C:62]=2[C:63]([O:65][CH2:66][C:67]2[CH:72]=[CH:71][C:70]([N+:73]([O-:75])=[O:74])=[CH:69][CH:68]=2)=[O:64])(C2C=CC=CC=2)=O)C=CC=CC=1.C(N(C(C)C)CC)(C)C.C(=O)([O-])O.[Na+], predict the reaction product. The product is: [C:5]1(=[O:39])[N:10]([CH2:11][C:12]2[N:13]=[C:14]([N:17]3[CH2:20][CH:19]([S:21][C:58]4[C@H:59]([CH3:82])[C@@H:60]5[C@@H:77]([C@H:78]([OH:80])[CH3:79])[C:76](=[O:81])[N:61]5[C:62]=4[C:63]([O:65][CH2:66][C:67]4[CH:68]=[CH:69][C:70]([N+:73]([O-:75])=[O:74])=[CH:71][CH:72]=4)=[O:64])[CH2:18]3)[S:15][CH:16]=2)[C:2](=[O:9])[CH2:3][CH2:4]1. (2) Given the reactants Cl.[CH3:2][O:3][C:4](=[O:9])[CH:5]([CH2:7][OH:8])[NH2:6].C(N(CC)CC)C.[C:17](O[C:17]([O:19][C:20]([CH3:23])([CH3:22])[CH3:21])=[O:18])([O:19][C:20]([CH3:23])([CH3:22])[CH3:21])=[O:18], predict the reaction product. The product is: [CH3:2][O:3][C:4](=[O:9])[CH:5]([CH2:7][OH:8])[NH:6][C:17]([O:19][C:20]([CH3:23])([CH3:22])[CH3:21])=[O:18]. (3) Given the reactants [Cl:1][C:2]1[C:10]([C:11]([F:14])([F:13])[F:12])=[CH:9][CH:8]=[CH:7][C:3]=1[C:4](O)=[O:5].CN(C=O)C.C(Cl)(=O)C([Cl:23])=O, predict the reaction product. The product is: [Cl:1][C:2]1[C:10]([C:11]([F:14])([F:13])[F:12])=[CH:9][CH:8]=[CH:7][C:3]=1[C:4]([Cl:23])=[O:5]. (4) Given the reactants [F:1][C@H:2]1[CH2:6][N:5](C(OC(C)(C)C)=O)[C@H:4]([C:14](=[O:34])[NH:15][CH2:16][C:17]2[C:18]([O:32][CH3:33])=[N:19][N:20]([C:22]3[CH:27]=[N:26][C:25]([C:28]([F:31])([F:30])[F:29])=[CH:24][N:23]=3)[CH:21]=2)[CH2:3]1.[ClH:35], predict the reaction product. The product is: [ClH:35].[F:1][C@H:2]1[CH2:6][NH:5][C@H:4]([C:14]([NH:15][CH2:16][C:17]2[C:18]([O:32][CH3:33])=[N:19][N:20]([C:22]3[CH:27]=[N:26][C:25]([C:28]([F:31])([F:30])[F:29])=[CH:24][N:23]=3)[CH:21]=2)=[O:34])[CH2:3]1.